From a dataset of Catalyst prediction with 721,799 reactions and 888 catalyst types from USPTO. Predict which catalyst facilitates the given reaction. Reactant: [CH:1]1([CH2:6][C@@H:7]([OH:12])[C:8]([O:10][CH3:11])=[O:9])[CH2:5][CH2:4][CH2:3][CH2:2]1.N1C(C)=CC=CC=1C.[F:21][C:22]([F:35])([F:34])[S:23](O[S:23]([C:22]([F:35])([F:34])[F:21])(=[O:25])=[O:24])(=[O:25])=[O:24].C(OC)(C)(C)C. Product: [CH:1]1([CH2:6][C@@H:7]([O:12][S:23]([C:22]([F:35])([F:34])[F:21])(=[O:25])=[O:24])[C:8]([O:10][CH3:11])=[O:9])[CH2:2][CH2:3][CH2:4][CH2:5]1. The catalyst class is: 2.